This data is from Catalyst prediction with 721,799 reactions and 888 catalyst types from USPTO. The task is: Predict which catalyst facilitates the given reaction. (1) Reactant: [NH2:1][C:2]1[C:3]([CH3:13])=[CH:4][C:5]([CH3:12])=[C:6]([CH:11]=1)[C:7]([O:9]C)=[O:8].[OH-].[Na+]. Product: [NH2:1][C:2]1[C:3]([CH3:13])=[CH:4][C:5]([CH3:12])=[C:6]([CH:11]=1)[C:7]([OH:9])=[O:8]. The catalyst class is: 24. (2) Reactant: Cl.[C:2]1([C@@H:14]2[CH2:18][CH2:17][C@@H:16]([NH2:19])[CH2:15]2)[N:6]2[C:7]3[CH:13]=[CH:12][NH:11][C:8]=3[N:9]=[CH:10][C:5]2=[N:4][N:3]=1.[N:20]1([C:25](Cl)=[O:26])[CH2:24][CH2:23][CH2:22][CH2:21]1. Product: [C:2]1([C@@H:14]2[CH2:18][CH2:17][C@@H:16]([NH:19][C:25]([N:20]3[CH2:24][CH2:23][CH2:22][CH2:21]3)=[O:26])[CH2:15]2)[N:6]2[C:7]3[CH:13]=[CH:12][NH:11][C:8]=3[N:9]=[CH:10][C:5]2=[N:4][N:3]=1. The catalyst class is: 1. (3) Reactant: [Cl:1][C:2](=[CH2:10])[C:3]([CH3:9])([CH3:8])[C:4]([O:6]C)=[O:5].[OH-].[Na+]. Product: [Cl:1][C:2](=[CH2:10])[C:3]([CH3:9])([CH3:8])[C:4]([OH:6])=[O:5]. The catalyst class is: 6. (4) Reactant: [CH:1]1[C:13]2[C:12](=[CH:14][C:15](O)=[O:16])[C:11]3[C:6](=[CH:7][CH:8]=[CH:9][CH:10]=3)[C:5]=2[CH:4]=[CH:3][CH:2]=1.Cl.C(N=C=NCCCN(C)C)C.OC1C2N=NNC=2C=CC=1.C(N(CC)CC)C.Cl.[CH3:48][O:49][C:50](=[O:59])[CH2:51][CH2:52][CH2:53][CH2:54][CH2:55][CH2:56][CH2:57][NH2:58]. Product: [CH3:48][O:49][C:50](=[O:59])[CH2:51][CH2:52][CH2:53][CH2:54][CH2:55][CH2:56][CH2:57][NH:58][C:15](=[O:16])[CH:14]=[C:12]1[C:13]2[CH:1]=[CH:2][CH:3]=[CH:4][C:5]=2[C:6]2[C:11]1=[CH:10][CH:9]=[CH:8][CH:7]=2. The catalyst class is: 650. (5) Reactant: FC(F)(F)C(O)=O.C(OC([NH:15][C@@H:16]([CH2:21][C:22]1[CH:27]=[CH:26][C:25]([O:28][C:29](=[O:34])[NH:30][CH:31]([CH3:33])[CH3:32])=[CH:24][CH:23]=1)[C:17]([O:19][CH3:20])=[O:18])=O)(C)(C)C. Product: [NH2:15][C@@H:16]([CH2:21][C:22]1[CH:27]=[CH:26][C:25]([O:28][C:29]([NH:30][CH:31]([CH3:33])[CH3:32])=[O:34])=[CH:24][CH:23]=1)[C:17]([O:19][CH3:20])=[O:18]. The catalyst class is: 2. (6) Reactant: [O:1]1CCO[C:2]21[CH2:21][C:10]1[CH:11]=[C:12]3[C:16](=[CH:17][C:9]=1[CH2:8][CH2:7][CH2:6]2)[N:15]([C:18](=[O:20])[CH3:19])[N:14]=[CH:13]3.C(O)CO.CC1C=CC(S(O)(=O)=O)=CC=1.[OH-].[K+]. Product: [C:18]([N:15]1[C:16]2[C:12](=[CH:11][C:10]3[CH2:21][C:2](=[O:1])[CH2:6][CH2:7][CH2:8][C:9]=3[CH:17]=2)[CH:13]=[N:14]1)(=[O:20])[CH3:19]. The catalyst class is: 11. (7) Reactant: C[O:2][C:3](=[O:37])[CH2:4][CH2:5][NH:6][CH2:7][C@H:8]([OH:36])[CH2:9][O:10][C:11]1[C:16]([CH3:17])=[CH:15][C:14]([C:18]2[N:22]=[C:21]([C:23]3[CH:28]=[C:27]([CH3:29])[C:26]([CH2:30][CH:31]([CH3:33])[CH3:32])=[CH:25][N:24]=3)[O:20][N:19]=2)=[CH:13][C:12]=1[CH2:34][CH3:35]. Product: [CH2:34]([C:12]1[CH:13]=[C:14]([C:18]2[N:22]=[C:21]([C:23]3[CH:28]=[C:27]([CH3:29])[C:26]([CH2:30][CH:31]([CH3:33])[CH3:32])=[CH:25][N:24]=3)[O:20][N:19]=2)[CH:15]=[C:16]([CH3:17])[C:11]=1[O:10][CH2:9][C@@H:8]([OH:36])[CH2:7][NH:6][CH2:5][CH2:4][C:3]([OH:37])=[O:2])[CH3:35]. The catalyst class is: 494. (8) Product: [Cl:29][C:30]1[N:31]=[C:32]([N:41]2[CH2:46][CH2:45][O:44][CH2:43][CH2:42]2)[C:33]2[S:38][C:37]([CH:39]=[CH:2][O:3][CH3:4])=[CH:36][C:34]=2[N:35]=1. Reactant: [Cl-].[CH3:2][O:3][CH2:4][P+](C1C=CC=CC=1)(C1C=CC=CC=1)C1C=CC=CC=1.C([Li])CCC.[Cl:29][C:30]1[N:31]=[C:32]([N:41]2[CH2:46][CH2:45][O:44][CH2:43][CH2:42]2)[C:33]2[S:38][C:37]([CH:39]=O)=[CH:36][C:34]=2[N:35]=1. The catalyst class is: 1.